From a dataset of Catalyst prediction with 721,799 reactions and 888 catalyst types from USPTO. Predict which catalyst facilitates the given reaction. (1) Reactant: [Cl:1][C:2]1[C:11]2[C:6](=[CH:7][C:8]([Cl:12])=[CH:9][CH:10]=2)[N:5]=[C:4]([NH:13]C(=O)C2C=CC=CC=2)[CH:3]=1. Product: [Cl:1][C:2]1[C:11]2[C:6](=[CH:7][C:8]([Cl:12])=[CH:9][CH:10]=2)[N:5]=[C:4]([NH2:13])[CH:3]=1. The catalyst class is: 33. (2) Reactant: Cl.[CH3:2][O:3][N:4]1[CH2:9][CH2:8][C:7](=[CH:10][O:11]C)[CH2:6][CH2:5]1. Product: [CH3:2][O:3][N:4]1[CH2:9][CH2:8][CH:7]([CH:10]=[O:11])[CH2:6][CH2:5]1. The catalyst class is: 1. (3) Reactant: [CH3:1][O:2][C:3]1[CH:8]=[CH:7][C:6]([CH2:9][N:10]2[C:14]([C:15]([F:18])([F:17])[F:16])=[C:13]([C:19]3[CH:24]=[CH:23][N:22]=[C:21]([CH:25]=O)[CH:20]=3)[N:12]=[N:11]2)=[CH:5][CH:4]=1.[C-:27]#[N:28].[K+].[NH3:30].[CH3:31]CO. Product: [NH:28]1[CH:31]=[C:25]([C:21]2[CH:20]=[C:19]([C:13]3[N:12]=[N:11][N:10]([CH2:9][C:6]4[CH:7]=[CH:8][C:3]([O:2][CH3:1])=[CH:4][CH:5]=4)[C:14]=3[C:15]([F:18])([F:16])[F:17])[CH:24]=[CH:23][N:22]=2)[N:30]=[CH:27]1. The catalyst class is: 5.